Task: Regression/Classification. Given a drug SMILES string, predict its absorption, distribution, metabolism, or excretion properties. Task type varies by dataset: regression for continuous measurements (e.g., permeability, clearance, half-life) or binary classification for categorical outcomes (e.g., BBB penetration, CYP inhibition). Dataset: rlm.. Dataset: Rat liver microsome stability data (1) The compound is Oc1ccc(NCc2ccccc2OCc2ccccc2Cl)cc1. The result is 1 (stable in rat liver microsomes). (2) The drug is COc1cccc(CNc2ccc(S(=O)(=O)Nc3cc4ccccc4s3)cc2)c1O. The result is 1 (stable in rat liver microsomes). (3) The drug is CC1CCN(S(=O)(=O)c2ccc3c(ccc(=O)n3CC(=O)NCc3ccc(Cl)cc3)c2)CC1. The result is 1 (stable in rat liver microsomes). (4) The result is 0 (unstable in rat liver microsomes). The compound is COc1ccccc1N1CCN(C(=O)c2cc(-c3ccc(Cl)cc3)n(C)n2)CC1.